Dataset: Forward reaction prediction with 1.9M reactions from USPTO patents (1976-2016). Task: Predict the product of the given reaction. (1) The product is: [Cl:15][C:16]1[C:25]2[C:20](=[CH:21][C:22]([O:28][CH2:8][C:9]3[N:10]=[C:11]([CH3:14])[S:12][CH:13]=3)=[C:23]([O:26][CH3:27])[CH:24]=2)[N:19]=[N:18][CH:17]=1. Given the reactants C(=O)([O-])[O-].[K+].[K+].Cl[CH2:8][C:9]1[N:10]=[C:11]([CH3:14])[S:12][CH:13]=1.[Cl:15][C:16]1[C:25]2[C:20](=[CH:21][C:22]([OH:28])=[C:23]([O:26][CH3:27])[CH:24]=2)[N:19]=[N:18][CH:17]=1.Cl, predict the reaction product. (2) Given the reactants [N+:1]([O-:4])([O-:3])=[O:2].[Mg+2:5].[N+:6]([O-:9])([O-:8])=[O:7].[N+:10]([O-:13])([OH:12])=[O:11].O.O.O.O.O.O.O.O.O.[N+:23]([O-:26])([O-:25])=[O:24].[Al+3:27].[N+:28]([O-:31])([O-:30])=[O:29].[N+]([O-])([O-])=O, predict the reaction product. The product is: [N+:1]([O-:4])([O-:3])=[O:2].[Al+3:27].[N+:6]([O-:9])([O-:8])=[O:7].[N+:10]([O-:13])([O-:12])=[O:11].[N+:23]([O-:26])([O-:25])=[O:24].[Mg+2:5].[N+:28]([O-:31])([O-:30])=[O:29]. (3) The product is: [CH2:1]([O:3][C:4]([C:6]1[CH:7]=[C:8]2[N:13]([C:14]=1[C:18]1[CH:23]=[N:22][C:21]([O:24][CH2:25][CH3:26])=[CH:20][CH:19]=1)[CH:12]=[CH:11][C:10]([CH2:15][OH:16])=[CH:9]2)=[O:5])[CH3:2]. Given the reactants [CH2:1]([O:3][C:4]([C:6]1[CH:7]=[C:8]2[N:13]([CH:14]=1)[CH:12]=[CH:11][C:10]([CH2:15][OH:16])=[CH:9]2)=[O:5])[CH3:2].Br[C:18]1[CH:19]=[CH:20][C:21]([O:24][CH2:25][CH3:26])=[N:22][CH:23]=1, predict the reaction product. (4) Given the reactants O=S1(=O)C2C=CC=CC=2N=C(CCl)N1C.[CH3:16][N:17]1[CH:21]=[C:20]([C:22]2[CH:27]=[CH:26][N:25]=[CH:24][CH:23]=2)[C:19]([C:28]2[CH:33]=[CH:32][C:31]([OH:34])=[CH:30][CH:29]=2)=[N:18]1.C(=O)([O-])[O-].[Cs+].[Cs+].Cl[CH2:42][C:43]1[N:52]([CH3:53])[C:51](=[O:54])[C:50]2[C:45](=[CH:46][CH:47]=[CH:48][CH:49]=2)[N:44]=1, predict the reaction product. The product is: [CH3:53][N:52]1[C:51](=[O:54])[C:50]2[C:45](=[CH:46][CH:47]=[CH:48][CH:49]=2)[N:44]=[C:43]1[CH2:42][O:34][C:31]1[CH:32]=[CH:33][C:28]([C:19]2[C:20]([C:22]3[CH:23]=[CH:24][N:25]=[CH:26][CH:27]=3)=[CH:21][N:17]([CH3:16])[N:18]=2)=[CH:29][CH:30]=1. (5) Given the reactants [CH2:1](Cl)[CH2:2][CH2:3][CH2:4][CH2:5][CH2:6][CH3:7].[C:9]1([Mg]Cl)[CH:14]=[CH:13][CH:12]=[CH:11][CH:10]=1.[Cl-].[NH4+], predict the reaction product. The product is: [C:9]1([CH2:1][CH2:2][CH2:3][CH2:4][CH2:5][CH2:6][CH3:7])[CH:14]=[CH:13][CH:12]=[CH:11][CH:10]=1. (6) Given the reactants [Br:1][C:2]1[CH:3]=[N:4][C:5](I)=[N:6][CH:7]=1.[F:9][C:10]1[CH:11]=[C:12](B(O)O)[CH:13]=[CH:14][C:15]=1[O:16][CH3:17].C([O-])([O-])=O.[Na+].[Na+], predict the reaction product. The product is: [Br:1][C:2]1[CH:3]=[N:4][C:5]([C:12]2[CH:13]=[CH:14][C:15]([O:16][CH3:17])=[C:10]([F:9])[CH:11]=2)=[N:6][CH:7]=1. (7) Given the reactants [F:1][C:2]1[CH:7]=[C:6]([F:8])[C:5]([F:9])=[CH:4][C:3]=1[C:10]1[CH:15]=[CH:14][C:13]([OH:16])=[CH:12][CH:11]=1.Br[CH2:18][C:19]1[CH:20]=[CH:21][C:22]2[O:26][N:25]([C:27]([C:40]3[CH:45]=[CH:44][CH:43]=[CH:42][CH:41]=3)([C:34]3[CH:39]=[CH:38][CH:37]=[CH:36][CH:35]=3)[C:28]3[CH:33]=[CH:32][CH:31]=[CH:30][CH:29]=3)[C:24](=[O:46])[C:23]=2[CH:47]=1.C(=O)([O-])[O-].[K+].[K+], predict the reaction product. The product is: [F:1][C:2]1[CH:7]=[C:6]([F:8])[C:5]([F:9])=[CH:4][C:3]=1[C:10]1[CH:11]=[CH:12][C:13]([O:16][CH2:18][C:19]2[CH:20]=[CH:21][C:22]3[O:26][N:25]([C:27]([C:34]4[CH:35]=[CH:36][CH:37]=[CH:38][CH:39]=4)([C:40]4[CH:45]=[CH:44][CH:43]=[CH:42][CH:41]=4)[C:28]4[CH:33]=[CH:32][CH:31]=[CH:30][CH:29]=4)[C:24](=[O:46])[C:23]=3[CH:47]=2)=[CH:14][CH:15]=1. (8) Given the reactants [NH:1]1[C:9]2[C:4](=[CH:5][CH:6]=[CH:7][CH:8]=2)[C:3]([C:10]([O:12][CH3:13])=[O:11])=[CH:2]1.[N:14]1[CH:19]=[CH:18][C:17](B(O)O)=[CH:16][CH:15]=1.N1C2C(=CC=C3C=2N=CC=C3)C=CC=1.C(N(CC)CC)C, predict the reaction product. The product is: [N:14]1[CH:19]=[CH:18][C:17]([N:1]2[C:9]3[C:4](=[CH:5][CH:6]=[CH:7][CH:8]=3)[C:3]([C:10]([O:12][CH3:13])=[O:11])=[CH:2]2)=[CH:16][CH:15]=1. (9) The product is: [CH2:16]([C:2]1[N:7]=[C:6]([C:8]([O:10][CH2:11][CH3:12])=[O:9])[CH:5]=[CH:4][CH:3]=1)[CH2:17][CH3:18]. Given the reactants Br[C:2]1[N:7]=[C:6]([C:8]([O:10][CH2:11][CH3:12])=[O:9])[CH:5]=[CH:4][CH:3]=1.N#N.[Br-].[CH2:16]([Zn+])[CH2:17][CH3:18], predict the reaction product. (10) Given the reactants Br[CH:2]([CH3:15])[C:3]([C:5]1[CH:13]=[C:12]2[C:8]([CH2:9][C:10](=[O:14])[NH:11]2)=[CH:7][CH:6]=1)=[O:4].[OH:16][C:17]1([C:23]2[S:24][CH:25]=[CH:26][CH:27]=2)[CH2:22][CH2:21][NH:20][CH2:19][CH2:18]1.C(N(CC)CC)C, predict the reaction product. The product is: [OH:16][C:17]1([C:23]2[S:24][CH:25]=[CH:26][CH:27]=2)[CH2:18][CH2:19][N:20]([CH:2]([CH3:15])[C:3]([C:5]2[CH:13]=[C:12]3[C:8]([CH2:9][C:10](=[O:14])[NH:11]3)=[CH:7][CH:6]=2)=[O:4])[CH2:21][CH2:22]1.